Dataset: Reaction yield outcomes from USPTO patents with 853,638 reactions. Task: Predict the reaction yield, written as a fraction of the theoretical maximum amount of product (1.0 means a 100% yield; for example, 0.34 means a 34% yield). The reactants are [CH3:1][O:2][C:3]([C@@H:5]1[C@@H:9]([O:10][CH3:11])[CH2:8][N:7](CC2C=CC=CC=2)[CH2:6]1)=[O:4].[H][H].[C:32]([O:31][C:29](O[C:29]([O:31][C:32]([CH3:35])([CH3:34])[CH3:33])=[O:30])=[O:30])([CH3:35])([CH3:34])[CH3:33]. The catalyst is C(O)C.[OH-].[OH-].[Pd+2]. The product is [CH3:1][O:2][C:3]([C@@H:5]1[C@@H:9]([O:10][CH3:11])[CH2:8][N:7]([C:29]([O:31][C:32]([CH3:33])([CH3:34])[CH3:35])=[O:30])[CH2:6]1)=[O:4]. The yield is 0.980.